From a dataset of Catalyst prediction with 721,799 reactions and 888 catalyst types from USPTO. Predict which catalyst facilitates the given reaction. (1) Product: [CH3:1][O:2][C:3]1[CH:4]=[CH:5][C:6]([C:9]2[C:10]([C:15]([OH:17])=[O:16])=[CH:11][CH:12]=[CH:13][CH:14]=2)=[CH:7][CH:8]=1. The catalyst class is: 5. Reactant: [CH3:1][O:2][C:3]1[CH:8]=[CH:7][C:6]([C:9]2[C:10]([C:15]([O:17]CC)=[O:16])=[CH:11][CH:12]=[CH:13][CH:14]=2)=[CH:5][CH:4]=1.[OH-].[Na+]. (2) Reactant: C(=O)([O-])[O-].[Cs+].[Cs+].[N:7]1([C:16](=[O:31])[CH2:17][C:18]2[NH:23][C:22](=[O:24])[CH:21]=[C:20]([N:25]3[CH2:30][CH2:29][O:28][CH2:27][CH2:26]3)[N:19]=2)[C:15]2[C:10](=[CH:11][CH:12]=[CH:13][CH:14]=2)[CH2:9][CH2:8]1.C[N:33](C)C=O. Product: [NH2:33][N:23]1[C:22](=[O:24])[CH:21]=[C:20]([N:25]2[CH2:26][CH2:27][O:28][CH2:29][CH2:30]2)[N:19]=[C:18]1[CH2:17][C:16]([N:7]1[C:15]2[C:10](=[CH:11][CH:12]=[CH:13][CH:14]=2)[CH2:9][CH2:8]1)=[O:31]. The catalyst class is: 6. (3) Product: [Br:1][C:2]1[CH:9]=[CH:8][C:5]([CH2:6][N:18]2[CH2:19][CH2:20][O:21][C@@H:16]([C:10]3[CH:15]=[CH:14][CH:13]=[CH:12][CH:11]=3)[CH2:17]2)=[CH:4][CH:3]=1. Reactant: [Br:1][C:2]1[CH:9]=[CH:8][C:5]([CH2:6]Br)=[CH:4][CH:3]=1.[C:10]1([C@@H:16]2[O:21][CH2:20][CH2:19][NH:18][CH2:17]2)[CH:15]=[CH:14][CH:13]=[CH:12][CH:11]=1.C(=O)([O-])[O-].[K+].[K+]. The catalyst class is: 10. (4) The catalyst class is: 1. Product: [Cl:1][C:2]1[CH:3]=[CH:4][C:5]2[N:6]([C:8]([C:11]([C:13]3[CH:14]=[C:15]4[C:19](=[CH:20][C:21]=3[F:22])[N:18]([CH3:23])[N:17]=[CH:16]4)([OH:12])[CH3:24])=[CH:9][N:10]=2)[N:7]=1. Reactant: [Cl:1][C:2]1[CH:3]=[CH:4][C:5]2[N:6]([C:8]([C:11]([C:13]3[CH:14]=[C:15]4[C:19](=[CH:20][C:21]=3[F:22])[N:18]([CH3:23])[N:17]=[CH:16]4)=[O:12])=[CH:9][N:10]=2)[N:7]=1.[CH3:24][Mg]Br. (5) Reactant: [BH4-].[Na+].[Cl:3][C:4]1[CH:9]=[C:8]([C:10](OCC)=[O:11])[CH:7]=[CH:6][N:5]=1. Product: [Cl:3][C:4]1[CH:9]=[C:8]([CH2:10][OH:11])[CH:7]=[CH:6][N:5]=1. The catalyst class is: 412. (6) Reactant: [H-].[Na+].[CH2:3]([OH:7])[C:4]#[C:5][CH3:6].Cl[C:9]1[CH:14]=[C:13]([O:15][CH2:16][C:17]([Cl:20])([Cl:19])[CH3:18])[N:12]=[CH:11][N:10]=1.[Cl-].[NH4+]. Product: [CH2:3]([O:7][C:9]1[CH:14]=[C:13]([O:15][CH2:16][C:17]([Cl:20])([Cl:19])[CH3:18])[N:12]=[CH:11][N:10]=1)[C:4]#[C:5][CH3:6]. The catalyst class is: 7. (7) Product: [CH3:9][O:8][C:7]1[CH:6]=[CH:5][C:4]([C:10]2[O:11][CH:12]=[C:13]([CH2:15][NH:16][C:17](=[O:25])[C:18]3[C:23]([CH3:24])=[CH:22][CH:21]=[CH:20][N:19]=3)[N:14]=2)=[CH:3][C:2]=1[O:1][CH2:34][C:33]([F:37])([F:36])[F:32]. Reactant: [OH:1][C:2]1[CH:3]=[C:4]([C:10]2[O:11][CH:12]=[C:13]([CH2:15][NH:16][C:17](=[O:25])[C:18]3[C:23]([CH3:24])=[CH:22][CH:21]=[CH:20][N:19]=3)[N:14]=2)[CH:5]=[CH:6][C:7]=1[O:8][CH3:9].C(=O)([O-])[O-].[K+].[K+].[F:32][C:33]([F:37])([F:36])[CH2:34]I.O. The catalyst class is: 9.